From a dataset of Merck oncology drug combination screen with 23,052 pairs across 39 cell lines. Regression. Given two drug SMILES strings and cell line genomic features, predict the synergy score measuring deviation from expected non-interaction effect. (1) Drug 1: CN(C)C(=N)N=C(N)N. Drug 2: COC1CC2CCC(C)C(O)(O2)C(=O)C(=O)N2CCCCC2C(=O)OC(C(C)CC2CCC(OP(C)(C)=O)C(OC)C2)CC(=O)C(C)C=C(C)C(O)C(OC)C(=O)C(C)CC(C)C=CC=CC=C1C. Cell line: EFM192B. Synergy scores: synergy=46.3. (2) Drug 1: CS(=O)(=O)CCNCc1ccc(-c2ccc3ncnc(Nc4ccc(OCc5cccc(F)c5)c(Cl)c4)c3c2)o1. Drug 2: CCc1c2c(nc3ccc(O)cc13)-c1cc3c(c(=O)n1C2)COC(=O)C3(O)CC. Cell line: SKOV3. Synergy scores: synergy=26.4. (3) Drug 1: COC12C(COC(N)=O)C3=C(C(=O)C(C)=C(N)C3=O)N1CC1NC12. Drug 2: Cn1cc(-c2cnn3c(N)c(Br)c(C4CCCNC4)nc23)cn1. Cell line: A2058. Synergy scores: synergy=50.9.